Dataset: Forward reaction prediction with 1.9M reactions from USPTO patents (1976-2016). Task: Predict the product of the given reaction. Given the reactants [Br:1][C:2]1[CH:3]=[C:4]2[NH:10][CH:9]=[CH:8][C:5]2=[N:6][CH:7]=1.CS(C)=O.[H-].[Na+].CS(O[C@H:22]([C:24]1[C:29]([Cl:30])=[CH:28][CH:27]=[C:26]([F:31])[C:25]=1[Cl:32])[CH3:23])(=O)=O, predict the reaction product. The product is: [Br:1][C:2]1[CH:3]=[C:4]2[N:10]([C@@H:22]([C:24]3[C:29]([Cl:30])=[CH:28][CH:27]=[C:26]([F:31])[C:25]=3[Cl:32])[CH3:23])[CH:9]=[CH:8][C:5]2=[N:6][CH:7]=1.